Task: Predict the product of the given reaction.. Dataset: Forward reaction prediction with 1.9M reactions from USPTO patents (1976-2016) (1) Given the reactants [CH3:1][O:2][C:3](=[O:23])[CH2:4][CH:5]1[C:9]2=[CH:10][C:11]3[C:12]([S:19]([CH3:22])(=[O:21])=[O:20])=[CH:13][C:14]([O:17]C)=[CH:15][C:16]=3[N:8]2[CH2:7][CH2:6]1.B(Br)(Br)Br.C(Cl)Cl.CO.C([O-])(O)=O.[Na+], predict the reaction product. The product is: [CH3:1][O:2][C:3](=[O:23])[CH2:4][CH:5]1[C:9]2=[CH:10][C:11]3[C:12]([S:19]([CH3:22])(=[O:21])=[O:20])=[CH:13][C:14]([OH:17])=[CH:15][C:16]=3[N:8]2[CH2:7][CH2:6]1. (2) Given the reactants [CH:1]1([C:7]2[CH:12]=[CH:11][C:10]([NH2:13])=[CH:9][CH:8]=2)[CH2:6][CH2:5][CH2:4][CH2:3][CH2:2]1.C(OC([NH:21][CH2:22][CH2:23][CH2:24][C@@H:25]([NH:29]C(OCC1C2C=CC=CC=2C2C1=CC=CC=2)=O)[C:26](O)=[O:27])=O)(C)(C)C.[N:47]([C:50]1[CH:62]=[CH:61][C:60]2[C:59]3[C:54](=[CH:55][CH:56]=[CH:57][CH:58]=3)[CH2:53][C:52]=2[CH:51]=1)=[C:48]=[O:49], predict the reaction product. The product is: [CH:1]1([C:7]2[CH:8]=[CH:9][C:10]([NH:13][C:26](=[O:27])[C@H:25]([NH:29][C:48]([NH:47][C:50]3[CH:62]=[CH:61][C:60]4[C:59]5[C:54](=[CH:55][CH:56]=[CH:57][CH:58]=5)[CH2:53][C:52]=4[CH:51]=3)=[O:49])[CH2:24][CH2:23][CH2:22][NH2:21])=[CH:11][CH:12]=2)[CH2:2][CH2:3][CH2:4][CH2:5][CH2:6]1.